This data is from Forward reaction prediction with 1.9M reactions from USPTO patents (1976-2016). The task is: Predict the product of the given reaction. (1) Given the reactants [Cl:1][C:2]1[C:3]([OH:21])=[C:4]([NH:8]S(CC2C=C(Cl)C=C(Cl)C=2)(=O)=O)[CH:5]=[N:6][CH:7]=1.[Cl:22][C:23]1[CH:24]=[C:25]([S:31](Cl)(=[O:33])=[O:32])[CH:26]=[CH:27][C:28]=1[O:29][CH3:30].ClC1C=C(CS(Cl)(=O)=O)C=C(Cl)C=1, predict the reaction product. The product is: [Cl:22][C:23]1[CH:24]=[C:25]([S:31]([NH:8][C:4]2[CH:5]=[N:6][CH:7]=[C:2]([Cl:1])[C:3]=2[OH:21])(=[O:33])=[O:32])[CH:26]=[CH:27][C:28]=1[O:29][CH3:30]. (2) Given the reactants [C:1]([C:3]1[CH:8]=[CH:7][C:6]([C:9]2([O:12][CH:13]([CH3:15])[CH3:14])[CH2:11][CH2:10]2)=[CH:5][C:4]=1C)#[CH:2].[CH2:17]([O:19][C:20](=[O:28])[C:21]1[CH:26]=[CH:25][C:24](I)=[CH:23][CH:22]=1)[CH3:18].[CH2:29](N(CC)CC)C, predict the reaction product. The product is: [CH:13]([O:12][C:9]1([C:6]2[CH:5]=[CH:4][C:3]([C:1]#[C:2][C:24]3[CH:25]=[CH:26][C:21]([C:20]([O:19][CH2:17][CH3:18])=[O:28])=[CH:22][CH:23]=3)=[CH:8][C:7]=2[CH3:29])[CH2:10][CH2:11]1)([CH3:14])[CH3:15]. (3) Given the reactants [CH3:1][O:2][C:3]1[CH:4]=[C:5]([C:13]([O:15]C)=[O:14])[C:6](=[CH:11][CH:12]=1)[C:7]([O:9]C)=[O:8].Cl, predict the reaction product. The product is: [CH3:1][O:2][C:3]1[CH:4]=[C:5]([C:13]([OH:15])=[O:14])[C:6](=[CH:11][CH:12]=1)[C:7]([OH:9])=[O:8]. (4) Given the reactants [I:1][C:2]1[CH:3]=[C:4](I)[C:5]2[S:9][C:8]([NH:10][C:11]([NH:13][CH2:14][CH3:15])=[O:12])=[N:7][C:6]=2[CH:16]=1.[N:18]1[CH:23]=[CH:22][CH:21]=[C:20](B(O)O)[CH:19]=1.[O-]P([O-])([O-])=O.[K+].[K+].[K+], predict the reaction product. The product is: [CH2:14]([NH:13][C:11]([NH:10][C:8]1[S:9][C:5]2[C:4]([C:20]3[CH:19]=[N:18][CH:23]=[CH:22][CH:21]=3)=[CH:3][C:2]([I:1])=[CH:16][C:6]=2[N:7]=1)=[O:12])[CH3:15]. (5) Given the reactants [F:1][C:2]([F:12])([F:11])[C:3]1[CH:10]=[CH:9][CH:8]=[CH:7][C:4]=1[CH:5]=O.[NH2:13][C:14]1[CH:18]=[CH:17][NH:16][N:15]=1.O=[C:20]([CH2:27][CH2:28][CH3:29])[CH2:21][C:22]([O:24][CH2:25][CH3:26])=[O:23], predict the reaction product. The product is: [CH2:27]([C:20]1[NH:13][C:14]2=[N:15][NH:16][CH:17]=[C:18]2[CH:5]([C:4]2[CH:7]=[CH:8][CH:9]=[CH:10][C:3]=2[C:2]([F:12])([F:11])[F:1])[C:21]=1[C:22]([O:24][CH2:25][CH3:26])=[O:23])[CH2:28][CH3:29].